From a dataset of Full USPTO retrosynthesis dataset with 1.9M reactions from patents (1976-2016). Predict the reactants needed to synthesize the given product. (1) Given the product [CH3:1][N:2]1[C:6]2=[CH:7][S:8][C:9]([C:10]([NH:28][CH2:27][CH2:26][N:19]3[C:20]4[CH2:21][CH2:22][CH2:23][CH2:24][C:25]=4[C:17]([C:16]([F:30])([F:29])[F:15])=[N:18]3)=[O:12])=[C:5]2[N:4]=[C:3]1[CH3:13], predict the reactants needed to synthesize it. The reactants are: [CH3:1][N:2]1[C:6]2=[CH:7][S:8][C:9]([C:10]([OH:12])=O)=[C:5]2[N:4]=[C:3]1[CH3:13].Cl.[F:15][C:16]([F:30])([F:29])[C:17]1[C:25]2[CH2:24][CH2:23][CH2:22][CH2:21][C:20]=2[N:19]([CH2:26][CH2:27][NH2:28])[N:18]=1.C1C=CC2N(O)N=NC=2C=1.C(N(CC)CC)C.CCN=C=NCCCN(C)C. (2) Given the product [OH:16][N:15]=[C:10]([C:7]1[CH:8]=[CH:9][C:4]([C:3]([O:2][CH3:1])=[O:13])=[CH:5][CH:6]=1)[CH3:11], predict the reactants needed to synthesize it. The reactants are: [CH3:1][O:2][C:3](=[O:13])[C:4]1[CH:9]=[CH:8][C:7]([C:10](=O)[CH3:11])=[CH:6][CH:5]=1.Cl.[NH2:15][OH:16].C([O-])(=O)C.[Na+]. (3) Given the product [NH2:3][C:4]1[CH:9]=[CH:8][C:7]([I:1])=[CH:6][C:5]=1[NH:11][C:12]1[CH:17]=[CH:16][N:15]=[C:14]([NH2:18])[N:13]=1, predict the reactants needed to synthesize it. The reactants are: [I-:1].[Na+].[NH2:3][C:4]1[CH:9]=[CH:8][C:7](Br)=[CH:6][C:5]=1[NH:11][C:12]1[CH:17]=[CH:16][N:15]=[C:14]([NH2:18])[N:13]=1.O1CCOCC1.CNCCNC. (4) Given the product [O:44]=[C:43]1[C:42]2[C:41](=[CH:48][CH:47]=[CH:46][CH:45]=2)[C:40](=[O:49])[N:39]1[CH2:56][CH2:57][CH2:59][CH2:50][O:1][C:2]1[CH:7]=[CH:6][C:5]([C:8]2[CH:9]=[CH:10][C:11]([C:14]([O:16][CH2:17][CH3:18])=[O:15])=[CH:12][CH:13]=2)=[CH:4][C:3]=1[C:19]1[CH:28]=[CH:27][C:26]2[C:25]([CH3:30])([CH3:29])[CH2:24][CH2:23][C:22]([CH3:31])([CH3:32])[C:21]=2[CH:20]=1, predict the reactants needed to synthesize it. The reactants are: [OH:1][C:2]1[CH:7]=[CH:6][C:5]([C:8]2[CH:13]=[CH:12][C:11]([C:14]([O:16][CH2:17][CH3:18])=[O:15])=[CH:10][CH:9]=2)=[CH:4][C:3]=1[C:19]1[CH:28]=[CH:27][C:26]2[C:25]([CH3:30])([CH3:29])[CH2:24][CH2:23][C:22]([CH3:32])([CH3:31])[C:21]=2[CH:20]=1.BrCCCCO[N:39]1[C:43](=[O:44])[C:42]2=[CH:45][CH:46]=[CH:47][CH:48]=[C:41]2[C:40]1=[O:49].[C:50](=O)([O-])[O-].[K+].[K+].[CH3:56][C:57]([CH3:59])=O. (5) Given the product [NH2:1][C:2]1[CH:7]=[CH:6][C:5]([C:8]2[O:9][C:10]3[C:15]([C:16](=[O:18])[CH:17]=2)=[C:14]([OH:19])[CH:13]=[C:12]([OH:21])[C:11]=3[C@@H:23]2[CH2:27][CH2:26][N:25]([CH3:28])[C@H:24]2[CH2:29][OH:30])=[C:4]([Br:31])[CH:3]=1, predict the reactants needed to synthesize it. The reactants are: [NH2:1][C:2]1[CH:7]=[CH:6][C:5]([C:8]2[O:9][C:10]3[C:15]([C:16](=[O:18])[CH:17]=2)=[C:14]([O:19]C)[CH:13]=[C:12]([O:21]C)[C:11]=3[C@@H:23]2[CH2:27][CH2:26][N:25]([CH3:28])[C@H:24]2[CH2:29][OH:30])=[C:4]([Br:31])[CH:3]=1.Cl.N1C=CC=CC=1. (6) Given the product [CH3:1][C@H:2]1[C@@:41]2([OH:43])[O:42][C@H:5]([CH2:6][C@H:7]([O:64][CH3:65])[C:8]([CH3:63])=[CH:9][CH:10]=[CH:11][CH:12]=[CH:13][C@@H:14]([CH3:62])[CH2:15][C@@H:16]([CH3:61])[C:17]([C@H:19]([O:59][CH3:60])[C@H:20]([OH:58])[C:21]([CH3:57])=[CH:22][C@@H:23]([CH3:56])[C:24]([CH2:26][C@@H:27]([C@@H:44]([CH2:46][C@H:47]3[CH2:52][C@@H:51]([O:53][CH3:54])[C@H:50]([OH:55])[CH2:49][CH2:48]3)[CH3:45])[O:28][C:29]([C@H:31]3[N:36]([C:37]([C:39]2=[O:40])=[O:38])[CH2:35][CH2:34][CH2:33][CH2:32]3)=[O:30])=[O:25])=[O:18])[CH2:4][CH2:3]1.[CH3:66][CH2:67][C@@H:68]1[NH:111][C:109](=[O:110])[C@H:108]([C@H:112]([OH:119])[C@@H:113]([CH2:115]/[CH:116]=[CH:117]/[CH3:118])[CH3:114])[N:107]([CH3:120])[C:105](=[O:106])[C@H:104]([CH:121]([CH3:122])[CH3:123])[N:103]([CH3:124])[C:101](=[O:102])[C@H:100]([CH2:125][CH:126]([CH3:127])[CH3:128])[N:99]([CH3:129])[C:97](=[O:98])[C@H:96]([CH2:130][CH:131]([CH3:133])[CH3:132])[N:95]([CH3:134])[C:93](=[O:94])[C@@H:92]([CH3:135])[NH:91][C:89](=[O:90])[C@H:88]([CH3:136])[NH:87][C:85](=[O:86])[C@H:84]([CH2:137][CH:138]([CH3:140])[CH3:139])[N:83]([CH3:141])[C:81](=[O:82])[C@H:80]([CH:142]([CH3:144])[CH3:143])[NH:79][C:77](=[O:78])[C@H:76]([CH2:145][CH:146]([CH3:148])[CH3:147])[N:75]([CH3:149])[C:73](=[O:74])[CH2:72][N:71]([CH3:150])[C:69]1=[O:70], predict the reactants needed to synthesize it. The reactants are: [CH3:1][C@H:2]1[C@@:41]2([OH:43])[O:42][C@H:5]([CH2:6][C@H:7]([O:64][CH3:65])[C:8]([CH3:63])=[CH:9][CH:10]=[CH:11][CH:12]=[CH:13][C@@H:14]([CH3:62])[CH2:15][C@@H:16]([CH3:61])[C:17]([C@H:19]([O:59][CH3:60])[C@H:20]([OH:58])[C:21]([CH3:57])=[CH:22][C@@H:23]([CH3:56])[C:24]([CH2:26][C@@H:27]([C@@H:44]([CH2:46][C@H:47]3[CH2:52][C@@H:51]([O:53][CH3:54])[C@H:50]([OH:55])[CH2:49][CH2:48]3)[CH3:45])[O:28][C:29]([C@H:31]3[N:36]([C:37]([C:39]2=[O:40])=[O:38])[CH2:35][CH2:34][CH2:33][CH2:32]3)=[O:30])=[O:25])=[O:18])[CH2:4][CH2:3]1.[CH3:66][CH2:67][C@@H:68]1[NH:111][C:109](=[O:110])[C@H:108]([C@H:112]([OH:119])[C@@H:113]([CH2:115]/[CH:116]=[CH:117]/[CH3:118])[CH3:114])[N:107]([CH3:120])[C:105](=[O:106])[C@H:104]([CH:121]([CH3:123])[CH3:122])[N:103]([CH3:124])[C:101](=[O:102])[C@H:100]([CH2:125][CH:126]([CH3:128])[CH3:127])[N:99]([CH3:129])[C:97](=[O:98])[C@H:96]([CH2:130][CH:131]([CH3:133])[CH3:132])[N:95]([CH3:134])[C:93](=[O:94])[C@@H:92]([CH3:135])[NH:91][C:89](=[O:90])[C@H:88]([CH3:136])[NH:87][C:85](=[O:86])[C@H:84]([CH2:137][CH:138]([CH3:140])[CH3:139])[N:83]([CH3:141])[C:81](=[O:82])[C@H:80]([CH:142]([CH3:144])[CH3:143])[NH:79][C:77](=[O:78])[C@H:76]([CH2:145][CH:146]([CH3:148])[CH3:147])[N:75]([CH3:149])[C:73](=[O:74])[CH2:72][N:71]([CH3:150])[C:69]1=[O:70]. (7) Given the product [C:18]1([CH2:17][NH:6][C@@H:5]([C:4]([O:3][CH3:2])=[O:9])[CH2:7][OH:8])[CH:23]=[CH:22][CH:21]=[CH:20][CH:19]=1, predict the reactants needed to synthesize it. The reactants are: Cl.[CH3:2][O:3][C:4](=[O:9])[C@@H:5]([CH2:7][OH:8])[NH2:6].C(N(CC)CC)C.[CH:17](=O)[C:18]1[CH:23]=[CH:22][CH:21]=[CH:20][CH:19]=1.[BH4-].[Na+].Cl. (8) Given the product [CH:1]1([C:4]2[O:8][N:7]=[C:6]([C@@H:9]3[CH2:14][CH2:13][CH2:12][CH2:11][C@H:10]3[C:15]([F:17])([F:16])[F:18])[C:5]=2[CH2:19][O:20][CH:21]2[CH2:22][CH:23]3[N:28]([C:29]4[S:30][C:31]5[CH:37]=[C:36]([C:38]([OH:40])=[O:39])[CH:35]=[CH:34][C:32]=5[N:33]=4)[CH:26]([CH2:25][CH2:24]3)[CH2:27]2)[CH2:3][CH2:2]1, predict the reactants needed to synthesize it. The reactants are: [CH:1]1([C:4]2[O:8][N:7]=[C:6]([C@@H:9]3[CH2:14][CH2:13][CH2:12][CH2:11][C@H:10]3[C:15]([F:18])([F:17])[F:16])[C:5]=2[CH2:19][O:20][CH:21]2[CH2:27][CH:26]3[N:28]([C:29]4[S:30][C:31]5[CH:37]=[C:36]([C:38]([O:40]CC)=[O:39])[CH:35]=[CH:34][C:32]=5[N:33]=4)[CH:23]([CH2:24][CH2:25]3)[CH2:22]2)[CH2:3][CH2:2]1.[OH-].[K+]. (9) Given the product [CH3:1][C:2]1[O:6][C:5]([C:7]([NH:32][C:33]2[CH:34]=[C:35]([C:39]3[N:40]=[C:41]4[N:46]=[CH:45][C:44]([NH:47][C:48](=[O:53])[O:49][CH:50]([CH3:52])[CH3:51])=[CH:43][N:42]4[CH:54]=3)[CH:36]=[CH:37][CH:38]=2)=[O:9])=[N:4][N:3]=1, predict the reactants needed to synthesize it. The reactants are: [CH3:1][C:2]1[O:6][C:5]([C:7]([OH:9])=O)=[N:4][N:3]=1.Cl.CN(C)CCCN=C=NCC.C1C=NC2N(O)N=NC=2C=1.[NH2:32][C:33]1[CH:34]=[C:35]([C:39]2[N:40]=[C:41]3[N:46]=[CH:45][C:44]([NH:47][C:48](=[O:53])[O:49][CH:50]([CH3:52])[CH3:51])=[CH:43][N:42]3[CH:54]=2)[CH:36]=[CH:37][CH:38]=1. (10) Given the product [Br:1][C:2]1[CH:14]=[CH:13][C:12]2[C:11]3[C:6](=[CH:7][C:8]([Br:15])=[CH:9][CH:10]=3)[C:5]3([C:18]4[CH:17]=[CH:8][CH:7]=[CH:6][C:5]=4[C:4]4[C:3]3=[CH:2][CH:14]=[CH:13][CH:12]=4)[C:4]=2[CH:3]=1, predict the reactants needed to synthesize it. The reactants are: [Br:1][C:2]1[C:3](=O)[C:4]2[C:12](=[CH:13][CH:14]=1)[C:11]1[C:6](=[CH:7][C:8]([Br:15])=[CH:9][CH:10]=1)[CH:5]=2.[C:17](O)(=O)[CH3:18].